This data is from Catalyst prediction with 721,799 reactions and 888 catalyst types from USPTO. The task is: Predict which catalyst facilitates the given reaction. (1) Product: [CH:27]1[C:22]([CH2:21][C@@H:4]([NH2:1])[CH2:5][C:6]([N:8]2[CH2:9][C:10]3=[N:16][N:15]=[C:14]([C:17]([F:20])([F:19])[F:18])[N:11]3[CH2:12][CH2:13]2)=[O:7])=[C:23]([F:30])[CH:24]=[C:25]([F:29])[C:26]=1[F:28]. Reactant: [N:1]([C@H:4]([CH2:21][C:22]1[CH:27]=[C:26]([F:28])[C:25]([F:29])=[CH:24][C:23]=1[F:30])[CH2:5][C:6]([N:8]1[CH2:13][CH2:12][N:11]2[C:14]([C:17]([F:20])([F:19])[F:18])=[N:15][N:16]=[C:10]2[CH2:9]1)=[O:7])=[N+]=[N-].C1(P(C2C=CC=CC=2)C2C=CC=CC=2)C=CC=CC=1.[NH4+].[OH-]. The catalyst class is: 1. (2) Reactant: [Cl:1][C:2]1[N:7]=[C:6]([C:8]([NH:10][C:11]2[CH:15]=[CH:14][N:13]([CH3:16])[N:12]=2)=[O:9])[C:5]([S:17]CC2C=CC(OC)=CC=2)=[CH:4][CH:3]=1. Product: [Cl:1][C:2]1[N:7]=[C:6]([C:8]([NH:10][C:11]2[CH:15]=[CH:14][N:13]([CH3:16])[N:12]=2)=[O:9])[C:5]([SH:17])=[CH:4][CH:3]=1. The catalyst class is: 55. (3) Reactant: [CH3:1][O:2][C:3](=[O:24])[C:4]1[CH:9]=[CH:8][C:7]([NH2:10])=[CH:6][C:5]=1[NH:11][C:12]([C:14]1[S:18][C:17]2[CH:19]=[CH:20][CH:21]=[CH:22][C:16]=2[C:15]=1[Cl:23])=[O:13].[S:25]1[CH:29]=[CH:28][N:27]=[C:26]1[C:30](Cl)=[O:31]. Product: [CH3:1][O:2][C:3](=[O:24])[C:4]1[CH:9]=[CH:8][C:7]([NH:10][C:30]([C:26]2[S:25][CH:29]=[CH:28][N:27]=2)=[O:31])=[CH:6][C:5]=1[NH:11][C:12]([C:14]1[S:18][C:17]2[CH:19]=[CH:20][CH:21]=[CH:22][C:16]=2[C:15]=1[Cl:23])=[O:13]. The catalyst class is: 1. (4) Reactant: C(OC(=O)[NH:10][CH:11]1[CH2:16][C:15]([F:18])([F:17])[CH2:14][CH:13]([NH:19]C(=O)OCC2C=CC=CC=2)[CH2:12]1)C1C=CC=CC=1. Product: [F:17][C:15]1([F:18])[CH2:16][CH:11]([NH2:10])[CH2:12][CH:13]([NH2:19])[CH2:14]1. The catalyst class is: 19. (5) Reactant: [CH:1]1([C:4]2[C:9]([CH2:10][C:11]#N)=[CH:8][N:7]=[C:6]([C:13]3[CH:18]=[CH:17][C:16]([C:19]([F:22])([F:21])[F:20])=[CH:15][CH:14]=3)[N:5]=2)[CH2:3][CH2:2]1.[OH-:23].[Na+].[OH2:25]. Product: [CH:1]1([C:4]2[C:9]([CH2:10][C:11]([OH:25])=[O:23])=[CH:8][N:7]=[C:6]([C:13]3[CH:18]=[CH:17][C:16]([C:19]([F:22])([F:21])[F:20])=[CH:15][CH:14]=3)[N:5]=2)[CH2:3][CH2:2]1. The catalyst class is: 259.